This data is from Full USPTO retrosynthesis dataset with 1.9M reactions from patents (1976-2016). The task is: Predict the reactants needed to synthesize the given product. (1) Given the product [Cl:1][C:2]1[N:7]=[C:6]([Cl:8])[C:5]([CH2:9][NH:14][C:13]2[CH:12]=[CH:18][C:17]([O:19][CH3:20])=[CH:16][CH:15]=2)=[CH:4][N:3]=1, predict the reactants needed to synthesize it. The reactants are: [Cl:1][C:2]1[N:7]=[C:6]([Cl:8])[C:5]([CH2:9]Cl)=[CH:4][N:3]=1.F[C:12]1[CH:18]=[C:17]([O:19][CH3:20])[CH:16]=[CH:15][C:13]=1[NH2:14].C(=O)([O-])[O-].[K+].[K+]. (2) The reactants are: CC1(C)CC=C(C2SC=CN=2)C2C=C(C#CC3C=CC(C(O)=O)=CC=3)C=CC1=2.[CH3:29][C:30]1([CH3:59])[CH2:39][CH:38]=[C:37]([C:40]2[CH:45]=[CH:44][CH:43]=[CH:42][CH:41]=2)[C:36]2[CH:35]=[C:34]([C:46]#[C:47][C:48]3[CH:58]=[CH:57][C:51]([C:52]([O:54]CC)=[O:53])=[CH:50][CH:49]=3)[CH:33]=[CH:32][C:31]1=2.CC1(C)CC=C(C2C=CC(C)=CC=2)C2C=C(C#CC3C=CC(C(OCC)=O)=CC=3)C=CC1=2. Given the product [CH3:29][C:30]1([CH3:59])[CH2:39][CH:38]=[C:37]([C:40]2[CH:45]=[CH:44][CH:43]=[CH:42][CH:41]=2)[C:36]2[CH:35]=[C:34]([C:46]#[C:47][C:48]3[CH:49]=[CH:50][C:51]([C:52]([OH:54])=[O:53])=[CH:57][CH:58]=3)[CH:33]=[CH:32][C:31]1=2, predict the reactants needed to synthesize it. (3) Given the product [I:15][C:7]1[C:6]2[C:10](=[CH:11][CH:12]=[C:4]([N+:1]([O-:3])=[O:2])[CH:5]=2)[NH:9][CH:8]=1, predict the reactants needed to synthesize it. The reactants are: [N+:1]([C:4]1[CH:5]=[C:6]2[C:10](=[CH:11][CH:12]=1)[NH:9][CH:8]=[CH:7]2)([O-:3])=[O:2].[OH-].[K+].[I:15]I.